From a dataset of Cav3 T-type calcium channel HTS with 100,875 compounds. Binary Classification. Given a drug SMILES string, predict its activity (active/inactive) in a high-throughput screening assay against a specified biological target. The drug is Clc1cc(c(NC(=O)c2occc2)cc1)C(=O)Nc1c(OC)cccc1. The result is 0 (inactive).